This data is from Forward reaction prediction with 1.9M reactions from USPTO patents (1976-2016). The task is: Predict the product of the given reaction. (1) Given the reactants [C:1]1([C:21]2[CH:26]=[CH:25][CH:24]=[CH:23][CH:22]=2)[CH:6]=[CH:5][C:4]([N:7]=[C:8]=[N:9][C:10]2[CH:15]=[CH:14][CH:13]=[CH:12][C:11]=2[CH:16]=[CH:17][C:18]([O-:20])=[O:19])=[CH:3][CH:2]=1.[CH3:27][NH:28][CH2:29][CH2:30][CH2:31][CH2:32][CH2:33][N:34]1[CH2:38][CH2:37][CH2:36][CH2:35]1.[C:39]1(C)C=CC=CC=1, predict the reaction product. The product is: [C:1]1([C:21]2[CH:22]=[CH:23][CH:24]=[CH:25][CH:26]=2)[CH:6]=[CH:5][C:4]([N:7]2[CH:16]([CH2:17][C:18]([O:20][CH3:39])=[O:19])[C:11]3[C:10](=[CH:15][CH:14]=[CH:13][CH:12]=3)[N:9]=[C:8]2[N:28]([CH3:27])[CH2:29][CH2:30][CH2:31][CH2:32][CH2:33][N:34]2[CH2:35][CH2:36][CH2:37][CH2:38]2)=[CH:3][CH:2]=1. (2) Given the reactants S(=O)(=O)(O)O.[NH2:6][C:7]1[C:16]([Cl:17])=[CH:15][CH:14]=[CH:13][C:8]=1[C:9]([O:11][CH3:12])=[O:10].OO.[OH-:20].[K+].C[OH:23], predict the reaction product. The product is: [Cl:17][C:16]1[C:7]([N+:6]([O-:23])=[O:20])=[C:8]([CH:13]=[CH:14][CH:15]=1)[C:9]([O:11][CH3:12])=[O:10]. (3) Given the reactants [Br:1][C:2]1[CH:7]=[CH:6][C:5]([F:8])=[C:4](Br)[CH:3]=1.C([Li])CCC.[N:15]1[O:16][CH2:17][CH:18]2[CH2:23][CH2:22][O:21][CH2:20][C:19]=12, predict the reaction product. The product is: [Br:1][C:2]1[CH:7]=[CH:6][C:5]([F:8])=[C:4]([C@:19]23[CH2:20][O:21][CH2:22][CH2:23][C@H:18]2[CH2:17][O:16][NH:15]3)[CH:3]=1. (4) Given the reactants [F:1][C:2]1[C:7]([CH2:8][CH2:9][OH:10])=[C:6]([N+:11]([O-])=O)[CH:5]=[CH:4][C:3]=1[N:14]1[C:22](=[O:23])[C:21]2[C:16](=[CH:17][CH:18]=[CH:19][CH:20]=2)[C:15]1=[O:24], predict the reaction product. The product is: [NH2:11][C:6]1[CH:5]=[CH:4][C:3]([N:14]2[C:22](=[O:23])[C:21]3[C:16](=[CH:17][CH:18]=[CH:19][CH:20]=3)[C:15]2=[O:24])=[C:2]([F:1])[C:7]=1[CH2:8][CH2:9][OH:10]. (5) Given the reactants Cl.[Cl:2][C:3]1[CH:4]=[C:5]([NH:10][NH2:11])[CH:6]=[CH:7][C:8]=1[Cl:9].[CH3:12][C:13]([O:16][C:17](O[C:17]([O:16][C:13]([CH3:15])([CH3:14])[CH3:12])=[O:18])=[O:18])([CH3:15])[CH3:14].C([O-])([O-])=O.[Na+].[Na+].C(#N)C, predict the reaction product. The product is: [Cl:2][C:3]1[CH:4]=[C:5]([NH:10][NH:11][C:17]([O:16][C:13]([CH3:15])([CH3:14])[CH3:12])=[O:18])[CH:6]=[CH:7][C:8]=1[Cl:9]. (6) The product is: [CH:2]1([CH2:5][O:6][C:7]2[CH:12]=[C:11]([O:13][CH3:14])[CH:10]=[CH:9][C:8]=2[C:15]2[CH:20]=[CH:19][N:18]=[C:17]3[C:21]([C:25]([NH:27][CH:28]4[CH2:29][CH2:30][N:31]([C:39](=[O:40])[C@@H:38]([OH:37])[CH3:42])[CH2:32][CH2:33]4)=[O:26])=[C:22]([CH3:24])[NH:23][C:16]=23)[CH2:4][CH2:3]1. Given the reactants Cl.[CH:2]1([CH2:5][O:6][C:7]2[CH:12]=[C:11]([O:13][CH3:14])[CH:10]=[CH:9][C:8]=2[C:15]2[CH:20]=[CH:19][N:18]=[C:17]3[C:21]([C:25]([NH:27][CH:28]4[CH2:33][CH2:32][NH:31][CH2:30][CH2:29]4)=[O:26])=[C:22]([CH3:24])[NH:23][C:16]=23)[CH2:4][CH2:3]1.C([O:37][C@@H:38]([CH3:42])[C:39](Cl)=[O:40])(=O)C, predict the reaction product. (7) Given the reactants [C:1]([NH2:9])(=[O:8])[C:2]1[CH:7]=[CH:6][CH:5]=[N:4][CH:3]=1.[CH2:10]([Cl:13])[CH:11]=[CH2:12], predict the reaction product. The product is: [Cl-:13].[CH2:12]([N+:4]1[CH:5]=[CH:6][CH:7]=[C:2]([C:1](=[O:8])[NH2:9])[CH:3]=1)[CH:11]=[CH2:10]. (8) The product is: [N:7]1[CH:8]=[CH:9][CH:10]=[CH:11][C:6]=1[C:4](=[O:5])[CH2:6][C:4](=[O:5])[CH2:12][C:13]([C:15]1[CH:11]=[CH:10][CH:9]=[CH:8][N:7]=1)=[O:14]. Given the reactants C(O[C:4]([C:6]1[CH:11]=[CH:10][CH:9]=[CH:8][N:7]=1)=[O:5])C.[CH3:12][C:13]([CH3:15])=[O:14].[H-].[Na+], predict the reaction product.